This data is from Peptide-MHC class I binding affinity with 185,985 pairs from IEDB/IMGT. The task is: Regression. Given a peptide amino acid sequence and an MHC pseudo amino acid sequence, predict their binding affinity value. This is MHC class I binding data. The peptide sequence is IDYRHYSASF. The MHC is HLA-B40:01 with pseudo-sequence HLA-B40:01. The binding affinity (normalized) is 0.0106.